Dataset: Reaction yield outcomes from USPTO patents with 853,638 reactions. Task: Predict the reaction yield, written as a fraction of the theoretical maximum amount of product (1.0 means a 100% yield; for example, 0.34 means a 34% yield). (1) The reactants are Cl[C:2]1[C:7]([CH:8]=O)=[CH:6][N:5]=[C:4]([S:10][CH3:11])[N:3]=1.[Cl:12][C:13]1[CH:18]=[CH:17][C:16]([N+:19]([O-:21])=[O:20])=[CH:15][C:14]=1[CH2:22][C:23]([NH:25][O:26][CH3:27])=[O:24].C(=O)([O-])[O-].[K+].[K+]. The catalyst is CN(C=O)C. The product is [Cl:12][C:13]1[CH:18]=[CH:17][C:16]([N+:19]([O-:21])=[O:20])=[CH:15][C:14]=1[C:22]1[C:23](=[O:24])[N:25]([O:26][CH3:27])[C:2]2[N:3]=[C:4]([S:10][CH3:11])[N:5]=[CH:6][C:7]=2[CH:8]=1. The yield is 0.520. (2) The reactants are [CH:1]([C:3]1[CH:4]=[CH:5][C:6]2[N:7]([C:9]([CH2:12][NH:13][C:14](=[O:20])[O:15][C:16]([CH3:19])([CH3:18])[CH3:17])=[N:10][N:11]=2)[N:8]=1)=[O:2].[CH3:21][Mg]Br.[NH4+].[Cl-]. The catalyst is C1COCC1. The product is [OH:2][CH:1]([C:3]1[CH:4]=[CH:5][C:6]2[N:7]([C:9]([CH2:12][NH:13][C:14](=[O:20])[O:15][C:16]([CH3:17])([CH3:19])[CH3:18])=[N:10][N:11]=2)[N:8]=1)[CH3:21]. The yield is 0.955. (3) The reactants are [Cl:1][C:2]1[CH:7]=[CH:6][C:5](B(O)O)=[CH:4][CH:3]=1.[NH2:11][C:12]1[CH:13]=[C:14]([S:18]([NH:21][C:22]([C:24]2[C:25](Cl)=[N:26][C:27]([C:30]([CH3:33])([CH3:32])[CH3:31])=[CH:28][CH:29]=2)=[O:23])(=[O:20])=[O:19])[CH:15]=[CH:16][CH:17]=1.C([O-])([O-])=O.[Na+].[Na+]. The catalyst is CC(N(C)C)=O.C1C=CC(P(C2C=CC=CC=2)[C-]2C=CC=C2)=CC=1.C1C=CC(P(C2C=CC=CC=2)[C-]2C=CC=C2)=CC=1.Cl[Pd]Cl.[Fe+2]. The product is [NH2:11][C:12]1[CH:13]=[C:14]([S:18]([NH:21][C:22]([C:24]2[C:25]([C:5]3[CH:6]=[CH:7][C:2]([Cl:1])=[CH:3][CH:4]=3)=[N:26][C:27]([C:30]([CH3:33])([CH3:32])[CH3:31])=[CH:28][CH:29]=2)=[O:23])(=[O:20])=[O:19])[CH:15]=[CH:16][CH:17]=1. The yield is 0.250.